Predict the product of the given reaction. From a dataset of Forward reaction prediction with 1.9M reactions from USPTO patents (1976-2016). (1) Given the reactants [CH3:1][O:2][C:3]1[C:8]([NH2:9])=[C:7]([CH3:10])[N:6]=[C:5]([C:11]2[C:16]([O:17][CH3:18])=[CH:15][C:14]([CH3:19])=[CH:13][C:12]=2[CH3:20])[N:4]=1.C(N(CC)CC)C.[CH:28]1([C:31](Cl)=[O:32])[CH2:30][CH2:29]1.C(=O)(O)[O-].[Na+], predict the reaction product. The product is: [CH:28]1([C:31]([NH:9][C:8]2[C:7](=[CH2:10])[NH:6][C:5]([C:11]3[C:16]([O:17][CH3:18])=[CH:15][C:14]([CH3:19])=[CH:13][C:12]=3[CH3:20])=[N:4][C:3]=2[O:2][CH3:1])=[O:32])[CH2:30][CH2:29]1. (2) Given the reactants [NH2:1][C:2]1[CH:3]=[C:4]([OH:12])[C:5](=[CH:10][CH:11]=1)[C:6]([O:8][CH3:9])=[O:7].[Br:13][C:14]1[CH:18]=[C:17]([Cl:19])[S:16][C:15]=1[S:20](Cl)(=[O:22])=[O:21], predict the reaction product. The product is: [Br:13][C:14]1[CH:18]=[C:17]([Cl:19])[S:16][C:15]=1[S:20]([NH:1][C:2]1[CH:11]=[CH:10][C:5]([C:6]([O:8][CH3:9])=[O:7])=[C:4]([OH:12])[CH:3]=1)(=[O:22])=[O:21].